From a dataset of Reaction yield outcomes from USPTO patents with 853,638 reactions. Predict the reaction yield, written as a fraction of the theoretical maximum amount of product (1.0 means a 100% yield; for example, 0.34 means a 34% yield). (1) The reactants are [CH:1]([C:4]1[CH:9]=[CH:8][C:7]([CH:10]2[C:14]3[C:15]([CH3:35])=[C:16]([NH:26][C:27](=[O:34])OCC(Cl)(Cl)Cl)[C:17]([CH3:25])=[C:18]([C:19]4[CH:24]=[CH:23][CH:22]=[CH:21][CH:20]=4)[C:13]=3[O:12][CH2:11]2)=[CH:6][CH:5]=1)([CH3:3])[CH3:2].[NH2:36][CH2:37][CH2:38][OH:39]. The catalyst is CCCCCC.C(OCC)(=O)C. The product is [OH:39][CH2:38][CH2:37][NH:36][C:27]([NH:26][C:16]1[C:17]([CH3:25])=[C:18]([C:19]2[CH:20]=[CH:21][CH:22]=[CH:23][CH:24]=2)[C:13]2[O:12][CH2:11][CH:10]([C:7]3[CH:8]=[CH:9][C:4]([CH:1]([CH3:2])[CH3:3])=[CH:5][CH:6]=3)[C:14]=2[C:15]=1[CH3:35])=[O:34]. The yield is 0.590. (2) The reactants are [O:1]=[C:2]1[O:6][C@H:5]([C@@H:7]([NH:15][C:16](=[O:22])[O:17][C:18]([CH3:21])([CH3:20])[CH3:19])[CH2:8][C:9]2[CH:14]=[CH:13][CH:12]=[CH:11][CH:10]=2)[CH2:4][CH:3]1[CH2:23][C:24]1[CH:29]=[CH:28][C:27]([C:30]2[CH:35]=[CH:34][CH:33]=[CH:32][N:31]=2)=[CH:26][CH:25]=1.[OH-:36].[Na+].N1C=CN=C1.[Si:43](Cl)([C:46]([CH3:49])([CH3:48])[CH3:47])([CH3:45])[CH3:44]. The catalyst is O1CCOCC1.CN(C)C=O. The product is [C:18]([O:17][C:16]([NH:15][C@@H:7]([CH2:8][C:9]1[CH:14]=[CH:13][CH:12]=[CH:11][CH:10]=1)[C@@H:5]([O:6][Si:43]([C:46]([CH3:49])([CH3:48])[CH3:47])([CH3:45])[CH3:44])[CH2:4][CH:3]([CH2:23][C:24]1[CH:29]=[CH:28][C:27]([C:30]2[CH:35]=[CH:34][CH:33]=[CH:32][N:31]=2)=[CH:26][CH:25]=1)[C:2]([OH:36])=[O:1])=[O:22])([CH3:20])([CH3:21])[CH3:19]. The yield is 0.490. (3) The reactants are Br[C:2]1[C:3]([NH:9][C:10](=[O:13])[CH2:11]I)=[N:4][CH:5]=[C:6]([Br:8])[N:7]=1.C(N(C(C)C)CC)(C)C.[O:23]1[CH2:28][CH2:27][CH:26]([NH2:29])[CH2:25][CH2:24]1. The catalyst is C(#N)C. The product is [Br:8][C:6]1[N:7]=[C:2]2[N:29]([CH:26]3[CH2:27][CH2:28][O:23][CH2:24][CH2:25]3)[CH2:11][C:10](=[O:13])[NH:9][C:3]2=[N:4][CH:5]=1. The yield is 0.400. (4) The reactants are Br[C:2]1[CH:3]=[C:4]([NH:10][C:11]2[CH:16]=[CH:15][C:14]([CH:17]3[CH2:20][N:19]([CH3:21])[CH2:18]3)=[CH:13]N=2)[C:5](=[O:9])[N:6]([CH3:8])[CH:7]=1.[C:22]([O:25][CH2:26][C:27]1[C:28]([N:42]2[CH2:54][CH2:53][N:45]3[C:46]4[CH2:47][CH2:48][CH2:49][CH2:50][C:51]=4[CH:52]=[C:44]3[C:43]2=[O:55])=[N:29][CH:30]=[CH:31][C:32]=1B1OC(C)(C)C(C)(C)O1)(=[O:24])[CH3:23].[O-]P([O-])([O-])=O.[K+].[K+].[K+].[C:64]([O-])(=O)C.[Na+]. The catalyst is C1C=CC(P(C2C=CC=CC=2)[C-]2C=CC=C2)=CC=1.C1C=CC(P(C2C=CC=CC=2)[C-]2C=CC=C2)=CC=1.Cl[Pd]Cl.[Fe+2].C(#N)C.O. The product is [C:22]([O:25][CH2:26][C:27]1[C:28]([N:42]2[CH2:54][CH2:53][N:45]3[C:46]4[CH2:47][CH2:48][CH2:49][CH2:50][C:51]=4[CH:52]=[C:44]3[C:43]2=[O:55])=[N:29][CH:30]=[CH:31][C:32]=1[C:2]1[CH:3]=[C:4]([NH:10][C:11]2[CH:64]=[CH:13][C:14]([CH:17]3[CH2:20][N:19]([CH3:21])[CH2:18]3)=[CH:15][CH:16]=2)[C:5](=[O:9])[N:6]([CH3:8])[CH:7]=1)(=[O:24])[CH3:23]. The yield is 0.490. (5) The reactants are Br[C:2]1[CH:7]=[CH:6][CH:5]=[CH:4][C:3]=1/[CH:8]=[CH:9]/[C:10]([O:12][CH2:13][CH3:14])=[O:11].[C:15]1([CH:21]2[CH2:25][CH2:24][NH:23][C:22]2=[O:26])[CH:20]=[CH:19][CH:18]=[CH:17][CH:16]=1.[O-]P([O-])([O-])=O.[K+].[K+].[K+].CN[C@@H]1CCCC[C@H]1NC. The catalyst is CN(C=O)C.[Cu]I. The product is [O:26]=[C:22]1[CH:21]([C:15]2[CH:20]=[CH:19][CH:18]=[CH:17][CH:16]=2)[CH2:25][CH2:24][N:23]1[C:2]1[CH:7]=[CH:6][CH:5]=[CH:4][C:3]=1/[CH:8]=[CH:9]/[C:10]([O:12][CH2:13][CH3:14])=[O:11]. The yield is 0.530. (6) The reactants are C([C:3]1[CH:4]=[C:5]2[C:9](=[CH:10][CH:11]=1)[N:8]([CH:12]1[CH2:17][CH2:16][CH2:15][CH2:14][O:13]1)[N:7]=[C:6]2[C:18]1[CH:19]=[C:20]([CH:24]=[CH:25][CH:26]=1)[C:21]([OH:23])=O)#N.[CH:27]1([NH2:31])[CH2:30][CH2:29][CH2:28]1.C1C=CC2N(O)N=[N:38][C:36]=2C=1.CCN=C=NCCCN(C)C.Cl. The catalyst is C1COCC1.CN(C=O)C. The product is [C:36]([CH:15]1[CH2:14][O:13][CH:12]([N:8]2[C:9]3[C:5](=[CH:4][CH:3]=[CH:11][CH:10]=3)[C:6]([C:18]3[CH:19]=[C:20]([C:21]([NH:31][CH:27]4[CH2:30][CH2:29][CH2:28]4)=[O:23])[CH:24]=[CH:25][CH:26]=3)=[N:7]2)[CH2:17][CH2:16]1)#[N:38]. The yield is 0.720. (7) The reactants are C[NH:2][CH2:3][CH2:4][NH:5][CH3:6].[S:7](Cl)([C:10]1[CH:16]=[CH:15][C:13]([CH3:14])=[CH:12][CH:11]=1)(=[O:9])=[O:8].[CH2:18]1COCC1. No catalyst specified. The product is [CH3:18][N:5]([CH3:6])[CH2:4][CH2:3][NH:2][S:7]([C:10]1[CH:16]=[CH:15][C:13]([CH3:14])=[CH:12][CH:11]=1)(=[O:9])=[O:8]. The yield is 0.930.